This data is from Full USPTO retrosynthesis dataset with 1.9M reactions from patents (1976-2016). The task is: Predict the reactants needed to synthesize the given product. (1) Given the product [CH3:22][C:20]1[CH:19]=[C:4]([CH:3]=[C:2]([CH3:1])[CH:21]=1)[CH2:5][C:6]1[C:13]([C:14]#[N:15])=[C:12]([OH:16])[C:11]([OH:17])=[CH:10][C:7]=1[C:8]#[N:9], predict the reactants needed to synthesize it. The reactants are: [CH3:1][C:2]1[CH:3]=[C:4]([CH:19]=[C:20]([CH3:22])[CH:21]=1)[CH2:5][C:6]1[C:13]([C:14]#[N:15])=[C:12]([OH:16])[C:11]([O:17]C)=[CH:10][C:7]=1[C:8]#[N:9].BrC1C(C#N)=C(O)C(OC)=CC=1C#N.CC1C=C(C=C(C)C=1)CB1OC(C)(C)C(C)(C)O1. (2) Given the product [ClH:32].[CH:1]1([C:4]2[N:5]=[C:6]3[CH:11]=[CH:10][C:9]([NH:12][C:29](=[O:30])[C:26]4[CH:27]=[CH:28][C:23]([C:18]5[CH:19]=[CH:20][CH:21]=[CH:22][N:17]=5)=[CH:24][CH:25]=4)=[CH:8][N:7]3[C:15]=2[CH3:16])[CH2:3][CH2:2]1, predict the reactants needed to synthesize it. The reactants are: [CH:1]1([C:4]2[N:5]=[C:6]3[CH:11]=[CH:10][C:9]([N+:12]([O-])=O)=[CH:8][N:7]3[C:15]=2[CH3:16])[CH2:3][CH2:2]1.[N:17]1[CH:22]=[CH:21][CH:20]=[CH:19][C:18]=1[C:23]1[CH:28]=[CH:27][C:26]([C:29](O)=[O:30])=[CH:25][CH:24]=1.[ClH:32].C(OCC)(=O)C.